This data is from Peptide-MHC class II binding affinity with 134,281 pairs from IEDB. The task is: Regression. Given a peptide amino acid sequence and an MHC pseudo amino acid sequence, predict their binding affinity value. This is MHC class II binding data. (1) The peptide sequence is DGGGFYADDTAGWDT. The MHC is HLA-DQA10501-DQB10402 with pseudo-sequence HLA-DQA10501-DQB10402. The binding affinity (normalized) is 0.308. (2) The peptide sequence is LMTSPKWVQMCSRTL. The MHC is H-2-IAb with pseudo-sequence H-2-IAb. The binding affinity (normalized) is 0.455. (3) The peptide sequence is IAFFRKEPLKECGGI. The MHC is DRB4_0101 with pseudo-sequence DRB4_0103. The binding affinity (normalized) is 0.376. (4) The peptide sequence is IEKVDAAFKVAATAANAAPA. The MHC is DRB3_0202 with pseudo-sequence DRB3_0202. The binding affinity (normalized) is 0.805. (5) The peptide sequence is FRHLAREKNPRLCTK. The MHC is DRB1_0801 with pseudo-sequence DRB1_0801. The binding affinity (normalized) is 0.606. (6) The peptide sequence is VKPLYIITPTNVSHI. The MHC is DRB1_1501 with pseudo-sequence DRB1_1501. The binding affinity (normalized) is 0.546. (7) The peptide sequence is IPFVHLGHRDALEDD. The MHC is DRB1_0101 with pseudo-sequence DRB1_0101. The binding affinity (normalized) is 0.660. (8) The binding affinity (normalized) is 0.142. The peptide sequence is DLGYAPATPAAPGAG. The MHC is HLA-DPA10201-DPB10101 with pseudo-sequence HLA-DPA10201-DPB10101.